This data is from Experimentally validated miRNA-target interactions with 360,000+ pairs, plus equal number of negative samples. The task is: Binary Classification. Given a miRNA mature sequence and a target amino acid sequence, predict their likelihood of interaction. The miRNA is hsa-miR-5010-5p with sequence AGGGGGAUGGCAGAGCAAAAUU. The protein sequence of the target gene is MADHLMLAEGYRLVQRPPSAAAAHGPHALRTLPPYAGPGLDSGLRPRGAPLGPPPPRQPGALAYGAFGPPSSFQPFPAVPPPAAGIAHLQPVATPYPGRAAAPPNAPGGPPGPQPAPSAAAPPPPAHALGGMDAELIDEEALTSLELELGLHRVRELPELFLGQSEFDCFSDLGSAPPAGSVSC. Result: 1 (interaction).